Predict the product of the given reaction. From a dataset of Forward reaction prediction with 1.9M reactions from USPTO patents (1976-2016). (1) The product is: [F:24][C:23]([F:26])([F:25])[C:18]1[CH:19]=[CH:20][CH:21]=[CH:22][C:17]=1[CH:14]1[CH2:15][CH2:16][N:11]([C:9]([C:3]2[C:4]3[CH2:8][N:7]([C:27](=[O:29])[CH3:28])[CH2:6][C:5]=3[NH:1][N:2]=2)=[O:10])[CH2:12][CH2:13]1. Given the reactants [NH:1]1[C:5]2[CH2:6][NH:7][CH2:8][C:4]=2[C:3]([C:9]([N:11]2[CH2:16][CH2:15][CH:14]([C:17]3[CH:22]=[CH:21][CH:20]=[CH:19][C:18]=3[C:23]([F:26])([F:25])[F:24])[CH2:13][CH2:12]2)=[O:10])=[N:2]1.[C:27](Cl)(=[O:29])[CH3:28].C(=O)C, predict the reaction product. (2) Given the reactants [CH3:1][C:2]1[CH:7]=[CH:6][C:5]([S:8]([O:11][CH2:12]OS(C2C=CC(C)=CC=2)(=O)=O)(=[O:10])=[O:9])=[CH:4][CH:3]=1.CCCC[N+](CCCC)(CCCC)CCCC.[F-:41], predict the reaction product. The product is: [CH3:1][C:2]1[CH:7]=[CH:6][C:5]([S:8]([O:11][CH2:12][F:41])(=[O:10])=[O:9])=[CH:4][CH:3]=1.